This data is from Catalyst prediction with 721,799 reactions and 888 catalyst types from USPTO. The task is: Predict which catalyst facilitates the given reaction. (1) Reactant: [CH2:1]([O:3][C:4]([CH:6]1[NH:11][CH2:10][CH2:9][N:8]([C:12]([O:14][C:15]([CH3:18])([CH3:17])[CH3:16])=[O:13])[CH2:7]1)=[O:5])[CH3:2].N1C=CC=CC=1.[F:25][C:26]1[CH:31]=[CH:30][C:29]([S:32](Cl)(=[O:34])=[O:33])=[CH:28][CH:27]=1. Product: [CH2:1]([O:3][C:4]([CH:6]1[N:11]([S:32]([C:29]2[CH:30]=[CH:31][C:26]([F:25])=[CH:27][CH:28]=2)(=[O:34])=[O:33])[CH2:10][CH2:9][N:8]([C:12]([O:14][C:15]([CH3:17])([CH3:16])[CH3:18])=[O:13])[CH2:7]1)=[O:5])[CH3:2]. The catalyst class is: 22. (2) Reactant: [Cl:1][C:2]1[CH:3]=[C:4]([CH:17]=[CH:18][CH:19]=1)[CH2:5][NH:6][C:7]1[CH:12]=[C:11](F)[CH:10]=[CH:9][C:8]=1[N+:14]([O-:16])=[O:15].[N:20]1([C:26]([O:28][C:29]([CH3:32])([CH3:31])[CH3:30])=[O:27])[CH2:25][CH2:24][NH:23][CH2:22][CH2:21]1.C(N(CC)C(C)C)(C)C. Product: [Cl:1][C:2]1[CH:3]=[C:4]([CH:17]=[CH:18][CH:19]=1)[CH2:5][NH:6][C:7]1[CH:12]=[C:11]([N:23]2[CH2:22][CH2:21][N:20]([C:26]([O:28][C:29]([CH3:32])([CH3:31])[CH3:30])=[O:27])[CH2:25][CH2:24]2)[CH:10]=[CH:9][C:8]=1[N+:14]([O-:16])=[O:15]. The catalyst class is: 10. (3) Product: [Br:5][C:6]([CH3:11])([CH3:10])[C:7]([O:9][C:2]([CH3:4])([CH3:3])[CH3:1])=[O:8]. Reactant: [CH2:1]=[C:2]([CH3:4])[CH3:3].[Br:5][C:6]([CH3:11])([CH3:10])[C:7]([OH:9])=[O:8].FC(F)(F)S(O)(=O)=O. The catalyst class is: 2. (4) Reactant: [CH:1]1([N:7]2[C:11](=[O:12])[C:10]([NH:13][C:14]([C:16]3[C:20]([CH3:21])=[C:19]([C@H:22]([O:26][CH2:27][C:28]([CH3:30])=[CH2:29])[C@@H:23]([OH:25])[CH3:24])[O:18][N:17]=3)=[O:15])=[C:9]([CH3:31])[N:8]2[CH3:32])[CH2:6][CH2:5][CH2:4][CH2:3][CH2:2]1.C(B(CC)CC)C.[BH4-].[Na+].C(Cl)Cl. Product: [CH:1]1([N:7]2[C:11](=[O:12])[C:10]([NH:13][C:14]([C:16]3[C:20]([CH3:21])=[C:19]([C@H:22]4[C@H:23]([CH3:24])[O:25][C:28]([CH3:30])([CH3:29])[CH2:27][O:26]4)[O:18][N:17]=3)=[O:15])=[C:9]([CH3:31])[N:8]2[CH3:32])[CH2:6][CH2:5][CH2:4][CH2:3][CH2:2]1. The catalyst class is: 1. (5) Product: [CH3:17][O:18][C:19](=[O:22])[CH:20]=[CH:21][C:12](=[C:13]([NH:8][CH2:1][C:2]1[CH:7]=[CH:6][CH:5]=[CH:4][CH:3]=1)[CH3:14])[C:11]([O:10][CH3:9])=[O:16]. Reactant: [CH2:1]([NH2:8])[C:2]1[CH:7]=[CH:6][CH:5]=[CH:4][CH:3]=1.[CH3:9][O:10][C:11](=[O:16])[CH2:12][C:13](=O)[CH3:14].[CH3:17][O:18][C:19](=[O:22])[C:20]#[CH:21]. The catalyst class is: 5. (6) Reactant: C1(OC(=O)[N:9]([C:19]2[CH:24]=[C:23]([O:25][C:26]3[CH:31]=[CH:30][C:29]([NH:32][C:33]([C:35]4([C:38](=[O:47])[NH:39][C:40]5[CH:45]=[CH:44][C:43]([F:46])=[CH:42][CH:41]=5)[CH2:37][CH2:36]4)=[O:34])=[CH:28][C:27]=3[F:48])[CH:22]=[CH:21][N:20]=2)[C:10](OC2C=CC=CC=2)=[O:11])C=CC=CC=1.Cl.Cl.Cl.[CH3:53][N:54]([CH3:65])[CH:55]1[CH2:58][N:57]([CH:59]2[CH2:64][CH2:63][NH:62][CH2:61][CH2:60]2)[CH2:56]1.C(N(CC)CC)C. Product: [CH3:53][N:54]([CH3:65])[CH:55]1[CH2:56][N:57]([CH:59]2[CH2:64][CH2:63][N:62]([C:10]([NH:9][C:19]3[CH:24]=[C:23]([O:25][C:26]4[CH:31]=[CH:30][C:29]([NH:32][C:33]([C:35]5([C:38]([NH:39][C:40]6[CH:41]=[CH:42][C:43]([F:46])=[CH:44][CH:45]=6)=[O:47])[CH2:37][CH2:36]5)=[O:34])=[CH:28][C:27]=4[F:48])[CH:22]=[CH:21][N:20]=3)=[O:11])[CH2:61][CH2:60]2)[CH2:58]1. The catalyst class is: 9. (7) Reactant: [OH:1][C:2]1[C:3]([O:13][CH3:14])=[CH:4][CH:5]=[C:6]2[C:11]=1[O:10][CH:9]=[CH:8][C:7]2=[O:12].C(=O)([O-])[O-].[K+].[K+].Br[CH:22]1[CH2:26][CH2:25][CH2:24][CH2:23]1.CN(C=O)C. Product: [CH:22]1([O:1][C:2]2[C:3]([O:13][CH3:14])=[CH:4][CH:5]=[C:6]3[C:11]=2[O:10][CH:9]=[CH:8][C:7]3=[O:12])[CH2:26][CH2:25][CH2:24][CH2:23]1. The catalyst class is: 6. (8) Reactant: [Cl:1][C:2]1[C:10]([C:11]([O:13]C)=[O:12])=[CH:9][C:8]([CH3:15])=[C:7]2[C:3]=1[CH:4]=[CH:5][NH:6]2.O[Li].O. Product: [Cl:1][C:2]1[C:10]([C:11]([OH:13])=[O:12])=[CH:9][C:8]([CH3:15])=[C:7]2[C:3]=1[CH:4]=[CH:5][NH:6]2. The catalyst class is: 200. (9) Reactant: [C:1]([C:5]1[CH:12]=[CH:11][C:8]([CH2:9][NH2:10])=[CH:7][CH:6]=1)([CH3:4])([CH3:3])[CH3:2].[CH:13](=O)[CH2:14][CH2:15][CH:16]=[CH2:17].[BH4-].[Na+]. Product: [C:1]([C:5]1[CH:6]=[CH:7][C:8]([CH2:9][NH:10][CH2:17][CH2:16][CH2:15][CH:14]=[CH2:13])=[CH:11][CH:12]=1)([CH3:4])([CH3:2])[CH3:3]. The catalyst class is: 240. (10) Reactant: [C:1](Cl)(=[O:5])C(Cl)=O.[Cl:7][C:8]1[CH:13]=[CH:12][C:11]([C:14]2[S:18][C:17]([C:19](O)=[O:20])=[C:16]([C:22]3[CH:27]=[CH:26][C:25]([S:28](=[O:31])(=[O:30])[NH2:29])=[CH:24][CH:23]=3)[CH:15]=2)=[CH:10][CH:9]=1.[CH3:32][N:33]([CH:35]=O)[CH3:34].[CH2:37]([N:39](CC)CC)C. Product: [Cl:7][C:8]1[CH:13]=[CH:12][C:11]([C:14]2[S:18][C:17]([C:19]([N:39]([O:5][CH3:1])[CH3:37])=[O:20])=[C:16]([C:22]3[CH:23]=[CH:24][C:25]([S:28](=[O:31])(=[O:30])[N:29]=[CH:32][N:33]([CH3:35])[CH3:34])=[CH:26][CH:27]=3)[CH:15]=2)=[CH:10][CH:9]=1. The catalyst class is: 4.